From a dataset of Forward reaction prediction with 1.9M reactions from USPTO patents (1976-2016). Predict the product of the given reaction. (1) Given the reactants [ClH:1].[F:2][C:3]1([F:44])[CH2:8][CH2:7][N:6]([CH2:9][CH2:10][CH2:11][O:12][C:13]2[CH:18]=[CH:17][C:16]([C:19]3[CH:24]=[CH:23][N:22]([CH2:25][CH2:26][C:27]([CH3:42])([S:38]([CH3:41])(=[O:40])=[O:39])[C:28]([NH:30][O:31]C4CCCCO4)=[O:29])[C:21](=[O:43])[CH:20]=3)=[CH:15][CH:14]=2)[CH2:5][CH2:4]1, predict the reaction product. The product is: [ClH:1].[F:44][C:3]1([F:2])[CH2:8][CH2:7][N:6]([CH2:9][CH2:10][CH2:11][O:12][C:13]2[CH:14]=[CH:15][C:16]([C:19]3[CH:24]=[CH:23][N:22]([CH2:25][CH2:26][C:27]([CH3:42])([S:38]([CH3:41])(=[O:39])=[O:40])[C:28]([NH:30][OH:31])=[O:29])[C:21](=[O:43])[CH:20]=3)=[CH:17][CH:18]=2)[CH2:5][CH2:4]1. (2) Given the reactants Br[C:2]1[CH:3]=[C:4]([N+:13]([O-:15])=[O:14])[C:5]([CH3:12])=[C:6]([CH:11]=1)[C:7]([O:9][CH3:10])=[O:8].C1(P(C2C=CC=CC=2)C2C=CC=CC=2)C=CC=CC=1.[CH2:35]([S:37]([C:40]1[CH:41]=[C:42](B(O)O)[CH:43]=[CH:44][CH:45]=1)(=[O:39])=[O:38])[CH3:36].C(=O)([O-])[O-].[Na+].[Na+], predict the reaction product. The product is: [CH2:35]([S:37]([C:40]1[CH:45]=[C:44]([C:2]2[CH:3]=[C:4]([N+:13]([O-:15])=[O:14])[C:5]([CH3:12])=[C:6]([C:7]([O:9][CH3:10])=[O:8])[CH:11]=2)[CH:43]=[CH:42][CH:41]=1)(=[O:38])=[O:39])[CH3:36]. (3) Given the reactants [CH:1]1([CH2:4][N:5]2[CH2:10][CH2:9][C:8]([CH2:18][NH:19][C:20](=[O:30])[CH2:21][C:22]3[CH:27]=[C:26]([F:28])[CH:25]=[C:24]([F:29])[CH:23]=3)([C:11]3[CH:16]=[CH:15][C:14](I)=[CH:13][CH:12]=3)[CH2:7][CH2:6]2)[CH2:3][CH2:2]1.[C:31]([C:33]1[CH:34]=[C:35](B(O)O)[CH:36]=[CH:37][CH:38]=1)#[N:32].C([O-])([O-])=O.[Na+].[Na+].CCO, predict the reaction product. The product is: [C:31]([C:33]1[CH:38]=[C:37]([C:14]2[CH:15]=[CH:16][C:11]([C:8]3([CH2:18][NH:19][C:20](=[O:30])[CH2:21][C:22]4[CH:27]=[C:26]([F:28])[CH:25]=[C:24]([F:29])[CH:23]=4)[CH2:9][CH2:10][N:5]([CH2:4][CH:1]4[CH2:3][CH2:2]4)[CH2:6][CH2:7]3)=[CH:12][CH:13]=2)[CH:36]=[CH:35][CH:34]=1)#[N:32]. (4) Given the reactants [CH3:1][C:2]1[CH:11]=[C:10]([S:12]([C:15]2[CH:20]=[CH:19][CH:18]=[CH:17][CH:16]=2)(=[O:14])=[O:13])[C:9]2[C:4](=[C:5]([N:21]3[CH2:26][CH2:25][NH:24][CH2:23][CH2:22]3)[CH:6]=[CH:7][CH:8]=2)[N:3]=1.[ClH:27], predict the reaction product. The product is: [ClH:27].[CH3:1][C:2]1[CH:11]=[C:10]([S:12]([C:15]2[CH:20]=[CH:19][CH:18]=[CH:17][CH:16]=2)(=[O:13])=[O:14])[C:9]2[C:4](=[C:5]([N:21]3[CH2:26][CH2:25][NH:24][CH2:23][CH2:22]3)[CH:6]=[CH:7][CH:8]=2)[N:3]=1. (5) Given the reactants [NH2:1][C:2]1[CH:9]=[CH:8][C:5]([C:6]#[N:7])=[CH:4][C:3]=1[NH:10][CH3:11].[NH2:12][C:13]1[S:14][C:15]2[CH:21]=[C:20]([O:22][C:23]([F:26])([F:25])[F:24])[CH:19]=[CH:18][C:16]=2[N:17]=1.[C:27](N1C=CN=C1)(N1C=CN=C1)=S, predict the reaction product. The product is: [CH3:11][N:10]1[C:3]2[CH:4]=[C:5]([C:6]#[N:7])[CH:8]=[CH:9][C:2]=2[N:1]=[C:27]1[NH:12][C:13]1[S:14][C:15]2[CH:21]=[C:20]([O:22][C:23]([F:26])([F:24])[F:25])[CH:19]=[CH:18][C:16]=2[N:17]=1.